This data is from Full USPTO retrosynthesis dataset with 1.9M reactions from patents (1976-2016). The task is: Predict the reactants needed to synthesize the given product. (1) Given the product [C:1]([O:5][C:6]([N:8]1[C@@H:12]([CH2:13][CH2:14][O:15][CH:16]2[CH2:17][CH2:18][CH2:19][CH2:20][CH2:21]2)[CH2:11][O:10][C:9]1([CH3:23])[CH3:22])=[O:7])([CH3:4])([CH3:2])[CH3:3], predict the reactants needed to synthesize it. The reactants are: [C:1]([O:5][C:6]([N:8]1[C@@H:12]([CH2:13][CH2:14][O:15][C:16]2[CH:21]=[CH:20][CH:19]=[CH:18][CH:17]=2)[CH2:11][O:10][C:9]1([CH3:23])[CH3:22])=[O:7])([CH3:4])([CH3:3])[CH3:2]. (2) Given the product [CH2:1]([O:8][C:9]1[CH:10]=[C:11]2[C:16](=[CH:17][C:18]=1[O:19][C:21]([CH3:22])=[O:23])[N:15]=[CH:14][NH:13][C:12]2=[O:20])[C:2]1[CH:3]=[CH:4][CH:5]=[CH:6][CH:7]=1, predict the reactants needed to synthesize it. The reactants are: [CH2:1]([O:8][C:9]1[CH:10]=[C:11]2[C:16](=[CH:17][C:18]=1[OH:19])[N:15]=[CH:14][NH:13][C:12]2=[O:20])[C:2]1[CH:7]=[CH:6][CH:5]=[CH:4][CH:3]=1.[C:21](OC(=O)C)(=[O:23])[CH3:22]. (3) Given the product [CH2:8]([N:15]([CH:2]1[CH2:6][CH2:5][O:4][C:3]1=[O:7])[C:27](=[O:28])[C:26]1[CH:30]=[CH:31][C:23]([CH3:22])=[CH:24][CH:25]=1)[C:9]1[CH:14]=[CH:13][CH:12]=[CH:11][CH:10]=1, predict the reactants needed to synthesize it. The reactants are: Br[CH:2]1[CH2:6][CH2:5][O:4][C:3]1=[O:7].[CH2:8]([NH2:15])[C:9]1[CH:14]=[CH:13][CH:12]=[CH:11][CH:10]=1.C(=O)([O-])[O-].[K+].[K+].[CH3:22][C:23]1[CH:31]=[CH:30][C:26]([C:27](Cl)=[O:28])=[CH:25][CH:24]=1. (4) Given the product [CH2:34]([N:22]1[CH:23]=[C:24]([C:26]2[CH:31]=[CH:30][C:29]([Cl:1])=[CH:28][C:27]=2[Cl:33])[N:25]=[C:21]1[C@@H:20]([NH:38][C:48]([C@H:45]1[CH2:46][CH2:47][C@H:42]([CH2:40][CH3:41])[CH2:43][CH2:44]1)=[O:49])[CH2:19][C:16]1[CH:17]=[CH:18][C:13]([O:12][CH2:11][C:8]2[CH:7]=[CH:6][C:5]([C:4]([OH:3])=[O:39])=[CH:10][CH:9]=2)=[CH:14][CH:15]=1)[CH2:35][CH2:36][CH3:37], predict the reactants needed to synthesize it. The reactants are: [ClH:1].C[O:3][C:4](=[O:39])[C:5]1[CH:10]=[CH:9][C:8]([CH2:11][O:12][C:13]2[CH:18]=[CH:17][C:16]([CH2:19][C@H:20]([NH2:38])[C:21]3[N:22]([CH2:34][CH2:35][CH2:36][CH3:37])[CH:23]=[C:24]([C:26]4[CH:31]=[CH:30][C:29](Cl)=[CH:28][C:27]=4[Cl:33])[N:25]=3)=[CH:15][CH:14]=2)=[CH:7][CH:6]=1.[CH2:40]([C@H:42]1[CH2:47][CH2:46][C@H:45]([C:48](O)=[O:49])[CH2:44][CH2:43]1)[CH3:41]. (5) Given the product [OH:8][C:9]1[CH:10]=[CH:11][C:12]([CH2:13][CH:14]2[C:23]3[C:18](=[CH:19][C:20]([O:24][CH3:25])=[CH:21][CH:22]=3)[CH2:17][CH2:16][N:15]2[C:26]2[CH:27]=[CH:28][CH:29]=[CH:30][CH:31]=2)=[CH:32][CH:33]=1, predict the reactants needed to synthesize it. The reactants are: C1(C[O:8][C:9]2[CH:33]=[CH:32][C:12]([CH2:13][CH:14]3[C:23]4[C:18](=[CH:19][C:20]([O:24][CH3:25])=[CH:21][CH:22]=4)[CH2:17][CH2:16][N:15]3[C:26]3[CH:31]=[CH:30][CH:29]=[CH:28][CH:27]=3)=[CH:11][CH:10]=2)C=CC=CC=1. (6) The reactants are: [Cl:1][C:2]1[CH:7]=[CH:6][C:5]([C:8]2[C:13]([C:14]([O:16]C)=[O:15])=[CH:12][N:11]=[CH:10][CH:9]=2)=[C:4]([F:18])[CH:3]=1.[OH-].[Na+]. Given the product [Cl:1][C:2]1[CH:7]=[CH:6][C:5]([C:8]2[C:13]([C:14]([OH:16])=[O:15])=[CH:12][N:11]=[CH:10][CH:9]=2)=[C:4]([F:18])[CH:3]=1, predict the reactants needed to synthesize it. (7) The reactants are: C[Si](C)(C)CCOC[N:7](COCC[Si](C)(C)C)[C:8]1[N:13]2[N:14]=[CH:15][C:16]([C:17]3[CH:18]=[N:19][C:20]4[C:25]([CH:26]=3)=[CH:24][C:23]([F:27])=[CH:22][CH:21]=4)=[C:12]2[N:11]=[C:10]2[N:28]([CH:32]3[CH2:37][CH2:36][N:35](C(OC(C)(C)C)=O)[CH2:34][CH2:33]3)[CH:29]=[C:30]([CH3:31])[C:9]=12.C(O)(C(F)(F)F)=O.O. Given the product [F:27][C:23]1[CH:24]=[C:25]2[C:20](=[CH:21][CH:22]=1)[N:19]=[CH:18][C:17]([C:16]1[CH:15]=[N:14][N:13]3[C:8]([NH2:7])=[C:9]4[C:30]([CH3:31])=[CH:29][N:28]([CH:32]5[CH2:37][CH2:36][NH:35][CH2:34][CH2:33]5)[C:10]4=[N:11][C:12]=13)=[CH:26]2, predict the reactants needed to synthesize it.